This data is from Catalyst prediction with 721,799 reactions and 888 catalyst types from USPTO. The task is: Predict which catalyst facilitates the given reaction. Reactant: [Li]CCCC.Br[C:7]1[CH:8]=[C:9]2[C:14](=[CH:15][CH:16]=1)[N:13]=[C:12]([O:17][CH3:18])[C:11]([C:19]([N:21]1[CH2:25][CH2:24][CH2:23][CH2:22]1)=[O:20])=[C:10]2[Cl:26].[CH3:27][C:28]1[C:33]([C:34]([C:36]2[N:40]([CH3:41])[N:39]=[N:38][CH:37]=2)=[O:35])=[CH:32][CH:31]=[C:30]([CH3:42])[N:29]=1. Product: [Cl:26][C:10]1[C:9]2[C:14](=[CH:15][CH:16]=[C:7]([C:34]([C:33]3[C:28]([CH3:27])=[N:29][C:30]([CH3:42])=[CH:31][CH:32]=3)([C:36]3[N:40]([CH3:41])[N:39]=[N:38][CH:37]=3)[OH:35])[CH:8]=2)[N:13]=[C:12]([O:17][CH3:18])[C:11]=1[C:19]([N:21]1[CH2:25][CH2:24][CH2:23][CH2:22]1)=[O:20]. The catalyst class is: 1.